From a dataset of Forward reaction prediction with 1.9M reactions from USPTO patents (1976-2016). Predict the product of the given reaction. (1) The product is: [Cl:5][C:6]1[CH:7]=[C:8]([C:13]2([C:24]([F:26])([F:27])[F:25])[S:17][C:16]3[CH:18]=[CH:19][C:20]([OH:22])=[CH:21][C:15]=3[CH2:14]2)[CH:9]=[C:10]([Cl:12])[CH:11]=1. Given the reactants B(Br)(Br)Br.[Cl:5][C:6]1[CH:7]=[C:8]([C:13]2([C:24]([F:27])([F:26])[F:25])[S:17][C:16]3[CH:18]=[CH:19][C:20]([O:22]C)=[CH:21][C:15]=3[CH2:14]2)[CH:9]=[C:10]([Cl:12])[CH:11]=1.CO, predict the reaction product. (2) Given the reactants Br[C:2]1[CH:3]=[C:4]2[C:9](=[CH:10][CH:11]=1)[C:8]([CH3:13])([CH3:12])[C:7](=[O:14])[C:6]([C:15]([NH:17][CH2:18][C:19]([O:21][C:22]([CH3:25])([CH3:24])[CH3:23])=[O:20])=[O:16])=[C:5]2[OH:26].[Cu](C#N)[C:28]#[N:29], predict the reaction product. The product is: [C:28]([C:2]1[CH:3]=[C:4]2[C:9](=[CH:10][CH:11]=1)[C:8]([CH3:13])([CH3:12])[C:7](=[O:14])[C:6]([C:15]([NH:17][CH2:18][C:19]([O:21][C:22]([CH3:25])([CH3:24])[CH3:23])=[O:20])=[O:16])=[C:5]2[OH:26])#[N:29]. (3) Given the reactants [F:1][C:2]1[CH:7]=[CH:6][CH:5]=[CH:4][C:3]=1[C:8]1[NH:9][CH:10]=[C:11]([CH:13]=[O:14])[N:12]=1.C(=O)([O-])[O-].[K+].[K+].[CH3:21][CH:22]1[CH2:27][CH2:26][CH2:25][N:24]([S:28](Cl)(=[O:30])=[O:29])[CH2:23]1, predict the reaction product. The product is: [F:1][C:2]1[CH:7]=[CH:6][CH:5]=[CH:4][C:3]=1[C:8]1[N:9]([S:28]([N:24]2[CH2:25][CH2:26][CH2:27][CH:22]([CH3:21])[CH2:23]2)(=[O:30])=[O:29])[CH:10]=[C:11]([CH:13]=[O:14])[N:12]=1. (4) Given the reactants [C:1]1([C:16]2[CH:21]=[CH:20][CH:19]=[CH:18][CH:17]=2)[CH:6]=[CH:5][CH:4]=[C:3]([N:7]2[CH2:12][CH2:11][CH:10]([C:13](O)=[O:14])[CH2:9][CH2:8]2)[CH:2]=1.BrC1C=C(C2C=CC=CC=2)C=CC=1.[O:35]1[C:39]2[CH:40]=[CH:41][C:42]([NH2:44])=[CH:43][C:38]=2[CH:37]=[N:36]1, predict the reaction product. The product is: [O:35]1[C:39]2[CH:40]=[CH:41][C:42]([NH:44][C:13]([CH:10]3[CH2:9][CH2:8][N:7]([C:3]4[CH:2]=[C:1]([C:16]5[CH:17]=[CH:18][CH:19]=[CH:20][CH:21]=5)[CH:6]=[CH:5][CH:4]=4)[CH2:12][CH2:11]3)=[O:14])=[CH:43][C:38]=2[CH:37]=[N:36]1. (5) Given the reactants [C:1](O)(=O)[C:2]1[CH:7]=CC=N[CH:3]=1.C([O:14][C:15](=[O:25])[C:16]1[CH:21]=[C:20](Cl)[C:19]([CH:23]=[CH2:24])=[N:18][CH:17]=1)(C)(C)C, predict the reaction product. The product is: [CH2:23]([C:19]1[C:20]([CH2:1][CH:2]([CH3:7])[CH3:3])=[CH:21][C:16]([C:15]([OH:14])=[O:25])=[CH:17][N:18]=1)[CH3:24]. (6) Given the reactants Cl[CH2:2][CH2:3][CH2:4][O:5][C:6]1[CH:11]=[CH:10][C:9]([C:12]2[CH:17]=[CH:16][C:15]([C:18]([N:20]3[C@H:24]([CH3:25])[CH2:23][CH2:22][C@H:21]3[CH3:26])=[O:19])=[CH:14][CH:13]=2)=[CH:8][CH:7]=1.[NH:27]1[CH2:32][CH2:31][O:30][CH2:29][CH2:28]1, predict the reaction product. The product is: [CH3:26][C@@H:21]1[CH2:22][CH2:23][C@@H:24]([CH3:25])[N:20]1[C:18]([C:15]1[CH:16]=[CH:17][C:12]([C:9]2[CH:10]=[CH:11][C:6]([O:5][CH2:4][CH2:3][CH2:2][N:27]3[CH2:32][CH2:31][O:30][CH2:29][CH2:28]3)=[CH:7][CH:8]=2)=[CH:13][CH:14]=1)=[O:19]. (7) Given the reactants [CH2:1]([N:8]1[CH:12]=[C:11]([CH3:13])[C:10]([C:14]2[CH:19]=[CH:18][C:17]([Cl:20])=[CH:16][CH:15]=2)=[C:9]1[C:21]([O:23]CC)=[O:22])[C:2]1[CH:7]=[CH:6][CH:5]=[CH:4][CH:3]=1.O[Li].O, predict the reaction product. The product is: [CH2:1]([N:8]1[CH:12]=[C:11]([CH3:13])[C:10]([C:14]2[CH:19]=[CH:18][C:17]([Cl:20])=[CH:16][CH:15]=2)=[C:9]1[C:21]([OH:23])=[O:22])[C:2]1[CH:7]=[CH:6][CH:5]=[CH:4][CH:3]=1. (8) Given the reactants [C:1]([O:5][C:6]([C:8]1[C:13]([NH2:14])=[CH:12][CH:11]=[C:10]([CH3:15])[N:9]=1)=[O:7])([CH3:4])([CH3:3])[CH3:2].ClC1C=CC=C(C(OO)=[O:24])C=1.O.[OH-].[Na+], predict the reaction product. The product is: [C:1]([O:5][C:6]([C:8]1[C:13]([NH2:14])=[CH:12][CH:11]=[C:10]([CH3:15])[N+:9]=1[O-:24])=[O:7])([CH3:4])([CH3:3])[CH3:2]. (9) The product is: [F:20][C:21]1[CH:27]=[CH:26][C:24]([NH:25][C:2]2[C:11]3[C:6](=[C:7]([CH3:16])[CH:8]=[C:9]([S:12]([CH3:15])(=[O:14])=[O:13])[CH:10]=3)[N:5]=[N:4][C:3]=2[C:17]([NH2:19])=[O:18])=[CH:23][C:22]=1[O:28][CH3:29]. Given the reactants Cl[C:2]1[C:11]2[C:6](=[C:7]([CH3:16])[CH:8]=[C:9]([S:12]([CH3:15])(=[O:14])=[O:13])[CH:10]=2)[N:5]=[N:4][C:3]=1[C:17]([NH2:19])=[O:18].[F:20][C:21]1[CH:27]=[CH:26][C:24]([NH2:25])=[CH:23][C:22]=1[O:28][CH3:29], predict the reaction product. (10) Given the reactants [OH-].[Na+].Cl[C:4]1[N:12]=[C:11]([Cl:13])[CH:10]=[C:9]([NH:14][C:15]2[CH:20]=[CH:19][C:18]([C:21]([N:23]3[CH2:28][CH2:27][O:26][CH2:25][CH2:24]3)=[O:22])=[CH:17][CH:16]=2)[C:5]=1[C:6]([NH2:8])=[O:7].Cl.[CH2:30]([OH:33])[CH2:31][CH3:32], predict the reaction product. The product is: [Cl:13][C:11]1[CH:10]=[C:9]([NH:14][C:15]2[CH:16]=[CH:17][C:18]([C:21]([N:23]3[CH2:24][CH2:25][O:26][CH2:27][CH2:28]3)=[O:22])=[CH:19][CH:20]=2)[C:5]([C:6]([NH2:8])=[O:7])=[C:4]([O:33][CH2:30][CH2:31][CH3:32])[N:12]=1.